This data is from Full USPTO retrosynthesis dataset with 1.9M reactions from patents (1976-2016). The task is: Predict the reactants needed to synthesize the given product. (1) The reactants are: S(Cl)(Cl)=O.[Cl:5][C:6]1[CH:7]=[C:8]([CH:12]2[C:21]3[CH:20]=[C:19]([C:22]([C:30]4[CH:35]=[CH:34][C:33](Cl)=[CH:32][CH:31]=4)(C4N(C)C=NC=4)[OH:23])[CH:18]=[CH:17][C:16]=3[NH:15]C3=NN=NN23)[CH:9]=[CH:10][CH:11]=1.[OH2:40].C[CH2:42][OH:43]. Given the product [Cl:5][C:6]1[CH:7]=[C:8]([C:12]2[O:40][N:15]=[C:16]3[CH:17]=[CH:18][C:19]([C:22]([C:30]4[CH:35]=[CH:34][C:33]([O:43][CH3:42])=[CH:32][CH:31]=4)=[O:23])=[CH:20][C:21]=23)[CH:9]=[CH:10][CH:11]=1, predict the reactants needed to synthesize it. (2) Given the product [F:1][C:2]1[CH:10]=[C:9]2[C:5]([CH:6]=[CH:7][NH:8]2)=[CH:4][C:3]=1[CH:21]=[N:23][OH:24], predict the reactants needed to synthesize it. The reactants are: [F:1][C:2]1[CH:10]=[C:9]2[C:5]([CH:6]=[CH:7][N:8]2[Si](C(C)C)(C(C)C)C(C)C)=[CH:4][C:3]=1[CH:21]=O.[NH2:23][OH:24].Cl. (3) Given the product [F:41][C:2]([F:1])([F:40])[C:3]([C:12]1[CH:13]=[C:14]([CH:24]=[CH:25][C:26]=1[Sn:27]([CH2:36][CH2:37][CH2:38][CH3:39])([CH2:28][CH2:29][CH2:30][CH3:31])[CH2:32][CH2:33][CH2:34][CH3:35])[CH2:15][NH:16][C:17](=[O:23])[CH2:18][CH2:19][C:20]([O:22][N:43]1[C:47](=[O:48])[CH2:46][CH2:45][C:44]1=[O:49])=[O:21])([O:8][CH2:9][O:10][CH3:11])[C:4]([F:7])([F:6])[F:5], predict the reactants needed to synthesize it. The reactants are: [F:1][C:2]([F:41])([F:40])[C:3]([C:12]1[CH:13]=[C:14]([CH:24]=[CH:25][C:26]=1[Sn:27]([CH2:36][CH2:37][CH2:38][CH3:39])([CH2:32][CH2:33][CH2:34][CH3:35])[CH2:28][CH2:29][CH2:30][CH3:31])[CH2:15][NH:16][C:17](=[O:23])[CH2:18][CH2:19][C:20]([OH:22])=[O:21])([O:8][CH2:9][O:10][CH3:11])[C:4]([F:7])([F:6])[F:5].O[N:43]1[C:47](=[O:48])[CH2:46][CH2:45][C:44]1=[O:49].CCN=C=NCCCN(C)C. (4) Given the product [CH3:24][C:20]1([CH3:25])[CH2:19][C:18]2[N:17]=[C:16]([NH2:26])[N:15]=[C:14]([N:1]3[CH2:2][CH:3]([NH:5][CH3:6])[CH2:4]3)[C:23]=2[CH2:22][CH2:21]1, predict the reactants needed to synthesize it. The reactants are: [NH:1]1[CH2:4][CH:3]([NH:5][C:6](=O)OC(C)(C)C)[CH2:2]1.Cl[C:14]1[C:23]2[CH2:22][CH2:21][C:20]([CH3:25])([CH3:24])[CH2:19][C:18]=2[N:17]=[C:16]([NH2:26])[N:15]=1.C(N(CC)CC)C.O. (5) Given the product [C:33]([OH:40])(=[O:39])/[CH:34]=[CH:35]/[C:36]([OH:38])=[O:37].[F:1][C:2]1[CH:7]=[CH:6][C:5]([O:8][C:9]2[N:14]=[CH:13][C:12]([C:15]([N:17]([CH3:32])[C:18]3[CH:23]=[CH:22][C:21]([CH2:24][N:25]4[CH2:30][CH2:29][NH:28][C@@H:27]([CH3:31])[CH2:26]4)=[CH:20][CH:19]=3)=[O:16])=[CH:11][CH:10]=2)=[CH:4][CH:3]=1, predict the reactants needed to synthesize it. The reactants are: [F:1][C:2]1[CH:7]=[CH:6][C:5]([O:8][C:9]2[N:14]=[CH:13][C:12]([C:15]([N:17]([CH3:32])[C:18]3[CH:23]=[CH:22][C:21]([CH2:24][N:25]4[CH2:30][CH2:29][NH:28][C@@H:27]([CH3:31])[CH2:26]4)=[CH:20][CH:19]=3)=[O:16])=[CH:11][CH:10]=2)=[CH:4][CH:3]=1.[C:33]([OH:40])(=[O:39])/[CH:34]=[CH:35]/[C:36]([OH:38])=[O:37].O1CCOCC1.